Dataset: Peptide-MHC class I binding affinity with 185,985 pairs from IEDB/IMGT. Task: Regression. Given a peptide amino acid sequence and an MHC pseudo amino acid sequence, predict their binding affinity value. This is MHC class I binding data. (1) The peptide sequence is ASDYSQGAF. The MHC is HLA-B53:01 with pseudo-sequence HLA-B53:01. The binding affinity (normalized) is 0.213. (2) The peptide sequence is VVPDSPDWI. The MHC is H-2-Db with pseudo-sequence H-2-Db. The binding affinity (normalized) is 0.0480. (3) The peptide sequence is RMCHEGINP. The MHC is H-2-Db with pseudo-sequence H-2-Db. The binding affinity (normalized) is 0. (4) The peptide sequence is IFLKPEETF. The MHC is HLA-A01:01 with pseudo-sequence HLA-A01:01. The binding affinity (normalized) is 0.0847. (5) The peptide sequence is HPALVFDITK. The MHC is HLA-A68:01 with pseudo-sequence HLA-A68:01. The binding affinity (normalized) is 0.922. (6) The peptide sequence is ETTEANAGQ. The MHC is HLA-A02:01 with pseudo-sequence HLA-A02:01. The binding affinity (normalized) is 0.0847. (7) The peptide sequence is RADSMMLGY. The MHC is SLA-10401 with pseudo-sequence SLA-10401. The binding affinity (normalized) is 0.851. (8) The peptide sequence is RSTELQNITF. The MHC is Mamu-A01 with pseudo-sequence Mamu-A01. The binding affinity (normalized) is 0.364. (9) The peptide sequence is AESICSYWL. The MHC is HLA-B18:01 with pseudo-sequence HLA-B18:01. The binding affinity (normalized) is 0.0847. (10) The peptide sequence is SLADQLIHL. The MHC is HLA-A02:11 with pseudo-sequence HLA-A02:11. The binding affinity (normalized) is 1.00.